Dataset: Rat liver microsome stability data. Task: Regression/Classification. Given a drug SMILES string, predict its absorption, distribution, metabolism, or excretion properties. Task type varies by dataset: regression for continuous measurements (e.g., permeability, clearance, half-life) or binary classification for categorical outcomes (e.g., BBB penetration, CYP inhibition). Dataset: rlm. (1) The compound is COc1cc(N2C(=O)N(Cc3c(F)cc(F)cc3F)c3ccccc3S2(=O)=O)cc(OC)n1. The result is 1 (stable in rat liver microsomes). (2) The molecule is Cc1ccccc1C(=O)n1ccc2cc(-c3nc(NC(=O)Cc4ccc5c(c4)OCO5)sc3C)ccc21. The result is 0 (unstable in rat liver microsomes). (3) The drug is O=C(Nc1ccc(S(=O)(=O)Nc2nccs2)cc1)c1cccnc1. The result is 0 (unstable in rat liver microsomes). (4) The compound is COc1ccc(S(=O)(=O)N(C(=O)C(C)C)c2ccc3oc(=O)sc3c2)cc1. The result is 1 (stable in rat liver microsomes).